Dataset: Reaction yield outcomes from USPTO patents with 853,638 reactions. Task: Predict the reaction yield, written as a fraction of the theoretical maximum amount of product (1.0 means a 100% yield; for example, 0.34 means a 34% yield). (1) The reactants are Cl[C:2]1[CH:7]=[CH:6][N:5]=[C:4]2[C:8]([CH3:11])=[CH:9][S:10][C:3]=12.[C:12]([N:15]1[CH2:20][CH2:19][CH:18]([C:21]2[N:22]=[C:23]([NH:26][C:27]3[N:32]=[CH:31][C:30]([S:33]CCC(OC)=O)=[CH:29][C:28]=3[O:40][C:41]3[CH:46]=[CH:45][CH:44]=[CH:43][CH:42]=3)[S:24][CH:25]=2)[CH2:17][CH2:16]1)(=[O:14])[CH3:13].CC([O-])(C)C.[K+]. The catalyst is CS(C)=O. The product is [CH3:11][C:8]1[C:4]2=[N:5][CH:6]=[CH:7][C:2]([S:33][C:30]3[CH:29]=[C:28]([O:40][C:41]4[CH:46]=[CH:45][CH:44]=[CH:43][CH:42]=4)[C:27]([NH:26][C:23]4[S:24][CH:25]=[C:21]([CH:18]5[CH2:19][CH2:20][N:15]([C:12](=[O:14])[CH3:13])[CH2:16][CH2:17]5)[N:22]=4)=[N:32][CH:31]=3)=[C:3]2[S:10][CH:9]=1. The yield is 0.440. (2) The reactants are C1(P(C2C=CC=CC=2)C2C=CC=CC=2)C=CC=CC=1.BrN1C(=O)CCC1=O.[CH:28]([N:31]1[C:39]2[C:34](=[CH:35][CH:36]=[C:37]([CH3:40])[CH:38]=2)[C:33]([C:41]([OH:43])=O)=[CH:32]1)([CH3:30])[CH3:29].[NH2:44][C:45]1[S:46][CH:47]=[CH:48][N:49]=1. The catalyst is C(Cl)Cl. The product is [S:46]1[CH:47]=[CH:48][N:49]=[C:45]1[NH:44][C:41]([C:33]1[C:34]2[C:39](=[CH:38][C:37]([CH3:40])=[CH:36][CH:35]=2)[N:31]([CH:28]([CH3:29])[CH3:30])[CH:32]=1)=[O:43]. The yield is 0.415. (3) The catalyst is CC(C)=O. The yield is 0.930. The reactants are [Br:1][C:2]1[C:7]([CH3:8])=[CH:6][C:5]([OH:9])=[C:4]([F:10])[CH:3]=1.[C:11](=O)([O-])[O-].[K+].[K+].IC.Cl. The product is [Br:1][C:2]1[CH:3]=[C:4]([F:10])[C:5]([O:9][CH3:11])=[CH:6][C:7]=1[CH3:8]. (4) The yield is 0.390. The product is [Cl:22][CH2:23][C:24]1[N:8]([C:3]2[CH:4]=[CH:5][CH:6]=[CH:7][C:2]=2[Cl:1])[C:9](=[O:10])[C:11]2[C:20](=[CH:19][C:18]3[CH:17]=[CH:16][CH:15]=[CH:14][C:13]=3[CH:12]=2)[N:21]=1. The catalyst is C(O)(=O)C. The reactants are [Cl:1][C:2]1[CH:7]=[CH:6][CH:5]=[CH:4][C:3]=1[NH:8][C:9]([C:11]1[C:20]([NH2:21])=[CH:19][C:18]2[C:13](=[CH:14][CH:15]=[CH:16][CH:17]=2)[CH:12]=1)=[O:10].[Cl:22][CH2:23][C:24](Cl)=O. (5) The reactants are [N:1]([CH2:4][C@@:5]1([CH3:15])[O:9][B:8]([OH:10])[C:7]2[CH:11]=[CH:12][CH:13]=[CH:14][C:6]1=2)=[N+]=[N-].C1(P(C2C=CC=CC=2)C2C=CC=CC=2)C=CC=CC=1.[ClH:35]. The catalyst is C(#N)C. The product is [ClH:35].[NH2:1][CH2:4][C@@:5]1([CH3:15])[O:9][B:8]([OH:10])[C:7]2[CH:11]=[CH:12][CH:13]=[CH:14][C:6]1=2. The yield is 0.200. (6) The reactants are [N:1]1[C:6]([CH3:7])=[CH:5][C:4]([CH3:8])=[CH:3][C:2]=1[CH3:9].OO.[C:12]([OH:15])(=[O:14])[CH3:13]. The catalyst is C(OC(=O)C)(=O)C. The product is [C:12]([O:15][CH2:9][C:2]1[CH:3]=[C:4]([CH3:8])[CH:5]=[C:6]([CH3:7])[N:1]=1)(=[O:14])[CH3:13]. The yield is 0.240. (7) The reactants are [F:1][C:2]1[C:3]2[N:4]([C:14]([CH2:17][O:18][C:19]3[C:28]4[C:23](=[CH:24][C:25]([OH:29])=[CH:26][CH:27]=4)[N:22]=[CH:21][CH:20]=3)=[N:15][N:16]=2)[CH:5]=[C:6]([C:8]2[O:12][N:11]=[C:10]([CH3:13])[CH:9]=2)[CH:7]=1.C1C=CC(P(C2C=CC=CC=2)C2C=CC=CC=2)=CC=1.[CH3:49][O:50][CH2:51][CH2:52]O.C(Cl)Cl.CCOC(/N=N/C(OCC)=O)=O. No catalyst specified. The product is [F:1][C:2]1[C:3]2[N:4]([C:14]([CH2:17][O:18][C:19]3[C:28]4[C:23](=[CH:24][C:25]([O:29][CH2:52][CH2:51][O:50][CH3:49])=[CH:26][CH:27]=4)[N:22]=[CH:21][CH:20]=3)=[N:15][N:16]=2)[CH:5]=[C:6]([C:8]2[O:12][N:11]=[C:10]([CH3:13])[CH:9]=2)[CH:7]=1. The yield is 0.550.